From a dataset of Forward reaction prediction with 1.9M reactions from USPTO patents (1976-2016). Predict the product of the given reaction. (1) The product is: [O:27]1[C:28]2[CH:29]=[CH:30][C:22]([CH2:21][NH:31][C:2]3[C:3]4[CH2:11][N:10]([C:12]5[CH:19]=[CH:18][C:17]([CH3:20])=[CH:16][C:13]=5[C:14]#[N:15])[CH2:9][CH2:8][C:4]=4[N:5]=[CH:6][N:7]=3)=[CH:23][C:24]=2[O:25][CH2:26]1. Given the reactants Cl[C:2]1[C:3]2[CH2:11][N:10]([C:12]3[CH:19]=[CH:18][C:17]([CH3:20])=[CH:16][C:13]=3[C:14]#[N:15])[CH2:9][CH2:8][C:4]=2[N:5]=[CH:6][N:7]=1.[CH2:21]([NH2:31])[C:22]1[CH:30]=[CH:29][C:28]2[O:27][CH2:26][O:25][C:24]=2[CH:23]=1, predict the reaction product. (2) The product is: [CH:9]1[C:17]2[C:16]3[CH:18]=[CH:19][CH:20]=[CH:21][C:15]=3[S:14][C:13]=2[C:12]([C:22]2[CH:23]=[C:24]([C:2]3[N:7]=[C:6]([C:42]4[CH:43]=[CH:26][CH:27]=[C:22]([C:12]5[C:13]6[S:14][C:15]7[CH:21]=[CH:20][CH:19]=[CH:18][C:16]=7[C:17]=6[CH:9]=[CH:10][CH:11]=5)[CH:41]=4)[CH:5]=[CH:4][N:3]=3)[CH:25]=[CH:26][CH:27]=2)=[CH:11][CH:10]=1. Given the reactants Cl[C:2]1[N:7]=[C:6](Cl)[CH:5]=[CH:4][N:3]=1.[CH:9]1[C:17]2[C:16]3[CH:18]=[CH:19][CH:20]=[CH:21][C:15]=3[S:14][C:13]=2[C:12]([C:22]2[CH:23]=[C:24](B(O)O)[CH:25]=[CH:26][CH:27]=2)=[CH:11][CH:10]=1.C(=O)([O-])[O-].[Na+].[Na+].CN1[CH2:43][CH2:42][CH2:41]N(C)C1=O, predict the reaction product. (3) Given the reactants [O:1]=[C:2]1[CH:19]=[C:18]([CH:20]2[CH2:25][CH2:24][N:23](C(OC(C)(C)C)=O)[CH2:22][CH2:21]2)[N:5]2[N:6]=[C:7]3[C:12]([C:11]([N:13]4[CH:17]=[CH:16][CH:15]=[N:14]4)=[CH:10][CH:9]=[CH:8]3)=[C:4]2[NH:3]1.[ClH:33], predict the reaction product. The product is: [ClH:33].[NH:23]1[CH2:22][CH2:21][CH:20]([C:18]2[N:5]3[N:6]=[C:7]4[C:12]([C:11]([N:13]5[CH:17]=[CH:16][CH:15]=[N:14]5)=[CH:10][CH:9]=[CH:8]4)=[C:4]3[NH:3][C:2](=[O:1])[CH:19]=2)[CH2:25][CH2:24]1. (4) Given the reactants O[CH:2]([C:15]1[O:16][C:17]([C:20]2[CH:25]=[CH:24][CH:23]=[CH:22][CH:21]=2)=[CH:18][CH:19]=1)[CH2:3][C:4]1[CH:5]=[C:6]([CH:10]=[CH:11][C:12]([OH:14])=[O:13])[CH:7]=[CH:8][CH:9]=1.CS(Cl)(=O)=O.C(N(CC)CC)C, predict the reaction product. The product is: [C:20]1([C:17]2[O:16][C:15]([CH:2]=[CH:3][C:4]3[CH:5]=[C:6]([CH:10]=[CH:11][C:12]([OH:14])=[O:13])[CH:7]=[CH:8][CH:9]=3)=[CH:19][CH:18]=2)[CH:21]=[CH:22][CH:23]=[CH:24][CH:25]=1.